Dataset: Reaction yield outcomes from USPTO patents with 853,638 reactions. Task: Predict the reaction yield, written as a fraction of the theoretical maximum amount of product (1.0 means a 100% yield; for example, 0.34 means a 34% yield). (1) The reactants are [C:1]([CH:4]1[CH2:9][CH2:8][O:7][C:5]1=[O:6])(=O)[CH3:2].[OH-].[Na+].O.[CH:13]1(C=O)[CH2:18][CH2:17]C[CH2:15][CH2:14]1. The catalyst is C1(C)C=CC=CC=1. The product is [CH:2]1([CH:1]=[C:4]2[CH2:9][CH2:8][O:7][C:5]2=[O:6])[CH2:17][CH2:18][CH2:13][CH2:14][CH2:15]1. The yield is 0.210. (2) The yield is 0.610. The reactants are [CH2:1]([S:3][C:4]1[CH:12]=[CH:11][C:7]([C:8]([OH:10])=O)=[CH:6][CH:5]=1)[CH3:2].C1N=CN(C(N2C=NC=C2)=O)C=1.Cl.[NH2:26][CH2:27][C:28]1[CH:29]=[C:30]2[C:34](=[CH:35][CH:36]=1)[C:33](=[O:37])[N:32]([C:38]1([CH3:46])[CH2:43][CH2:42][C:41](=[O:44])[NH:40][C:39]1=[O:45])[C:31]2=[O:47].CCOC(C)=O. The catalyst is CN(C)C=O. The product is [CH2:1]([S:3][C:4]1[CH:5]=[CH:6][C:7]([C:8]([NH:26][CH2:27][C:28]2[CH:29]=[C:30]3[C:34](=[CH:35][CH:36]=2)[C:33](=[O:37])[N:32]([C:38]2([CH3:46])[CH2:43][CH2:42][C:41](=[O:44])[NH:40][C:39]2=[O:45])[C:31]3=[O:47])=[O:10])=[CH:11][CH:12]=1)[CH3:2]. (3) The reactants are [CH:1]1[C:10]2[C:5](=[CH:6][CH:7]=[CH:8][CH:9]=2)[CH:4]=[CH:3][C:2]=1[S:11]([NH:14][CH2:15][C:16]([NH:18][CH:19]([CH2:23][NH:24][C:25]([CH:27]1[CH2:32][CH2:31][N:30]([C:33]2[CH:38]=[CH:37][N:36]=[CH:35][CH:34]=2)[CH2:29][CH2:28]1)=[O:26])[C:20](O)=[O:21])=[O:17])(=[O:13])=[O:12].[NH:39]1[CH2:44][CH2:43][O:42][CH2:41][CH2:40]1. No catalyst specified. The product is [O:42]1[CH2:43][CH2:44][N:39]([C:20]([CH:19]([NH:18][C:16](=[O:17])[CH2:15][NH:14][S:11]([C:2]2[CH:1]=[CH:10][C:5]3[C:4](=[CH:9][CH:8]=[CH:7][CH:6]=3)[CH:3]=2)(=[O:12])=[O:13])[CH2:23][NH:24][C:25]([CH:27]2[CH2:32][CH2:31][N:30]([C:33]3[CH:34]=[CH:35][N:36]=[CH:37][CH:38]=3)[CH2:29][CH2:28]2)=[O:26])=[O:21])[CH2:40][CH2:41]1. The yield is 0.360. (4) The reactants are [OH:1][N:2]1[C:6](=[O:7])[C:5]2=[CH:8][CH:9]=[CH:10][CH:11]=[C:4]2[C:3]1=[O:12].[CH:13]1(Br)[CH2:17][CH2:16][CH2:15][CH2:14]1.N12CCCN=C1CCCCC2. The catalyst is CN(C)C=O. The product is [CH:13]1([O:1][N:2]2[C:3](=[O:12])[C:4]3[C:5](=[CH:8][CH:9]=[CH:10][CH:11]=3)[C:6]2=[O:7])[CH2:17][CH2:16][CH2:15][CH2:14]1. The yield is 0.800.